The task is: Predict the reactants needed to synthesize the given product.. This data is from Full USPTO retrosynthesis dataset with 1.9M reactions from patents (1976-2016). (1) Given the product [CH3:22][O:21][C:18]1[CH:19]=[CH:20][C:15]([CH2:14][N:1]2[C:5]([NH2:6])=[N:4][C:3]([NH2:7])=[N:2]2)=[CH:16][CH:17]=1, predict the reactants needed to synthesize it. The reactants are: [NH:1]1[C:5]([NH2:6])=[N:4][C:3]([NH2:7])=[N:2]1.C[O-].[Na+].CO.Cl[CH2:14][C:15]1[CH:20]=[CH:19][C:18]([O:21][CH3:22])=[CH:17][CH:16]=1. (2) The reactants are: [OH-].[Na+].[C:3]1([N:9]2[CH2:18][CH2:17][C:16]3[C:11](=[CH:12][CH:13]=[C:14]([C:19]([O:21]C)=[O:20])[CH:15]=3)[CH2:10]2)[CH:8]=[CH:7][CH:6]=[CH:5][CH:4]=1.Cl. Given the product [C:3]1([N:9]2[CH2:18][CH2:17][C:16]3[C:11](=[CH:12][CH:13]=[C:14]([C:19]([OH:21])=[O:20])[CH:15]=3)[CH2:10]2)[CH:4]=[CH:5][CH:6]=[CH:7][CH:8]=1, predict the reactants needed to synthesize it. (3) Given the product [CH:7]1([S:15]([C:9]2[CH:14]=[CH:13][CH:12]=[CH:11][CH:10]=2)(=[O:17])=[O:16])[CH2:6][CH2:5][CH2:4][CH:3]=[CH:2]1, predict the reactants needed to synthesize it. The reactants are: Br[C:2]1[CH2:7][CH2:6][CH2:5][CH2:4][CH:3]=1.[Na+].[C:9]1([S:15]([O-:17])=[O:16])[CH:14]=[CH:13][CH:12]=[CH:11][CH:10]=1. (4) Given the product [CH3:16][N:17]1[CH2:18][CH2:19][N:20]([C@@H:23]2[CH2:28][CH2:27][CH2:26][C@H:25]([NH:29][C:30](=[O:39])[O:31][CH2:32][C:33]3[CH:34]=[CH:35][CH:36]=[CH:37][CH:38]=3)[CH2:24]2)[CH2:21][CH2:22]1, predict the reactants needed to synthesize it. The reactants are: CC1(C)[C@@H]2CC[C@@]1(CS(O)(=O)=O)C(=O)C2.[CH3:16][N:17]1[CH2:22][CH2:21][N:20]([C@@H:23]2[CH2:28][CH2:27][CH2:26][C@H:25]([NH:29][C:30](=[O:39])[O:31][CH2:32][C:33]3[CH:38]=[CH:37][CH:36]=[CH:35][CH:34]=3)[CH2:24]2)[CH2:19][CH2:18]1.[OH-].[Na+].